Dataset: Reaction yield outcomes from USPTO patents with 853,638 reactions. Task: Predict the reaction yield, written as a fraction of the theoretical maximum amount of product (1.0 means a 100% yield; for example, 0.34 means a 34% yield). (1) The reactants are CC1(C)C(C)(C)OB([C:9]2[CH:10]=[CH:11][C:12]3[N:13]([CH:15]=[C:16]([NH:18][C:19](=[O:21])[CH3:20])[N:17]=3)[N:14]=2)O1.[Cl:23][C:24]1[N:25]=[N:26][C:27](Cl)=[CH:28][C:29]=1[NH:30][S:31]([C:34]1[CH:39]=[CH:38][C:37]([F:40])=[CH:36][CH:35]=1)(=[O:33])=[O:32].C(=O)([O-])[O-].[Cs+].[Cs+].O1CCOCC1. The catalyst is [NH4+].[Cl-].O. The product is [Cl:23][C:24]1[N:25]=[N:26][C:27]([C:9]2[CH:10]=[CH:11][C:12]3[N:13]([CH:15]=[C:16]([NH:18][C:19](=[O:21])[CH3:20])[N:17]=3)[N:14]=2)=[CH:28][C:29]=1[NH:30][S:31]([C:34]1[CH:39]=[CH:38][C:37]([F:40])=[CH:36][CH:35]=1)(=[O:32])=[O:33]. The yield is 0.140. (2) The reactants are [F:1][C:2]1[CH:7]=[C:6]([I:8])[CH:5]=[CH:4][C:3]=1[NH:9][C:10]1[N:15]([CH3:16])[C:14](=[O:17])[C:13]2[N:18]=[C:19]([CH3:21])[O:20][C:12]=2[C:11]=1[C:22]([NH:24][O:25][CH2:26][CH2:27][O:28]C=C)=[O:23].Cl. The catalyst is CO. The product is [F:1][C:2]1[CH:7]=[C:6]([I:8])[CH:5]=[CH:4][C:3]=1[NH:9][C:10]1[N:15]([CH3:16])[C:14](=[O:17])[C:13]2[N:18]=[C:19]([CH3:21])[O:20][C:12]=2[C:11]=1[C:22]([NH:24][O:25][CH2:26][CH2:27][OH:28])=[O:23]. The yield is 0.650. (3) The reactants are [F:1][C:2]1([F:37])[CH2:7][CH2:6][N:5]([CH2:8][CH2:9][O:10][C:11]2[CH:16]=[CH:15][N:14]3[N:17]=[C:18]([CH3:36])[C:19]([C:20]4[S:21][C:22]([C:31]5[N:35]=[CH:34][NH:33][N:32]=5)=[C:23]([C:25]5[CH:30]=[CH:29][CH:28]=[CH:27][CH:26]=5)[N:24]=4)=[C:13]3[CH:12]=2)[CH2:4][CH2:3]1.O.[C:39]1([CH3:49])[CH:44]=[CH:43][C:42]([S:45]([OH:48])(=[O:47])=[O:46])=[CH:41][CH:40]=1. No catalyst specified. The product is [C:39]1([CH3:49])[CH:40]=[CH:41][C:42]([S:45]([OH:48])(=[O:46])=[O:47])=[CH:43][CH:44]=1.[C:39]1([CH3:49])[CH:40]=[CH:41][C:42]([S:45]([OH:48])(=[O:46])=[O:47])=[CH:43][CH:44]=1.[F:37][C:2]1([F:1])[CH2:3][CH2:4][N:5]([CH2:8][CH2:9][O:10][C:11]2[CH:16]=[CH:15][N:14]3[N:17]=[C:18]([CH3:36])[C:19]([C:20]4[S:21][C:22]([C:31]5[N:35]=[CH:34][NH:33][N:32]=5)=[C:23]([C:25]5[CH:30]=[CH:29][CH:28]=[CH:27][CH:26]=5)[N:24]=4)=[C:13]3[CH:12]=2)[CH2:6][CH2:7]1. The yield is 0.690. (4) The reactants are O.[CH3:2][N:3]([CH3:36])[C@@H:4]1[CH2:8][CH2:7][N:6]([C:9]2[C:14]([N+:15]([O-])=O)=[CH:13][C:12]([NH:18][C:19]3[N:24]=[C:23]([C:25]4[C:33]5[C:28](=[CH:29][CH:30]=[CH:31][CH:32]=5)[NH:27][CH:26]=4)[CH:22]=[CH:21][N:20]=3)=[C:11]([O:34][CH3:35])[CH:10]=2)[CH2:5]1.[NH4+].[Cl-]. The catalyst is [Fe].C(O)C. The product is [CH3:36][N:3]([CH3:2])[C@@H:4]1[CH2:8][CH2:7][N:6]([C:9]2[CH:10]=[C:11]([O:34][CH3:35])[C:12]([NH:18][C:19]3[N:24]=[C:23]([C:25]4[C:33]5[C:28](=[CH:29][CH:30]=[CH:31][CH:32]=5)[NH:27][CH:26]=4)[CH:22]=[CH:21][N:20]=3)=[CH:13][C:14]=2[NH2:15])[CH2:5]1. The yield is 1.16. (5) The reactants are [C:1]([O:5][C:6](=[O:28])[C:7]1[CH:12]=[CH:11][C:10]([CH2:13][N:14]([C:17](=[O:27])[CH:18]=[C:19]2[C:23](=O)[O:22]C(C)(C)[O:20]2)[O:15][CH3:16])=[CH:9][CH:8]=1)([CH3:4])([CH3:3])[CH3:2].C=O.CN.ClC1C=C(C=CC=1Cl)[CH2:37][N:38](C)[C:39](C1CN(C)C(=O)C=1O)=O. The catalyst is CO. The product is [C:1]([O:5][C:6](=[O:28])[C:7]1[CH:12]=[CH:11][C:10]([CH2:13][N:14]([C:17]([C:18]2[CH2:37][N:38]([CH3:39])[C:23](=[O:22])[C:19]=2[OH:20])=[O:27])[O:15][CH3:16])=[CH:9][CH:8]=1)([CH3:4])([CH3:2])[CH3:3]. The yield is 0.400. (6) The reactants are C(O)C.[NH:4]1[C:12]2[C:7](=[CH:8][C:9]([S:13][C:14]#N)=[CH:10][CH:11]=2)[CH2:6][CH2:5]1.O.O.O.O.O.O.O.O.O.[S-2].[Na+].[Na+].[CH2:28](I)[CH:29](C)[CH3:30]. The catalyst is O. The product is [CH2:14]([S:13][C:9]1[CH:8]=[C:7]2[C:12](=[CH:11][CH:10]=1)[NH:4][CH2:5][CH2:6]2)[CH:29]([CH3:30])[CH3:28]. The yield is 0.410. (7) The reactants are [CH2:1]([O:8][C:9]1[CH:14]=[C:13]([O:15][CH2:16][C:17]2[CH:22]=[CH:21][CH:20]=[CH:19][CH:18]=2)[C:12]([F:23])=[CH:11][C:10]=1[CH:24]1[CH2:29][CH2:28][NH:27][CH2:26][CH2:25]1)[C:2]1[CH:7]=[CH:6][CH:5]=[CH:4][CH:3]=1.C[N:31]([CH3:34])[CH2:32][CH3:33].[OH2:35]. The catalyst is O1CCCC1. The product is [C:32]1([NH:31][C:34]([N:27]2[CH2:26][CH2:25][CH:24]([C:10]3[CH:11]=[C:12]([F:23])[C:13]([O:15][CH2:16][C:17]4[CH:18]=[CH:19][CH:20]=[CH:21][CH:22]=4)=[CH:14][C:9]=3[O:8][CH2:1][C:2]3[CH:7]=[CH:6][CH:5]=[CH:4][CH:3]=3)[CH2:29][CH2:28]2)=[O:35])[CH:4]=[CH:3][CH:2]=[CH:1][CH:33]=1. The yield is 0.890.